From a dataset of Full USPTO retrosynthesis dataset with 1.9M reactions from patents (1976-2016). Predict the reactants needed to synthesize the given product. (1) Given the product [C:27]([CH:26]1[CH2:25][C:22]2([CH2:24][CH2:23]2)[CH2:21][N:20]1[C:18]([O:17][C:13]([CH3:16])([CH3:15])[CH3:14])=[O:19])(=[O:29])[NH2:3], predict the reactants needed to synthesize it. The reactants are: C(N1C=CN=C1)([N:3]1C=CN=C1)=O.[C:13]([O:17][C:18]([N:20]1[CH:26]([C:27]([OH:29])=O)[CH2:25][C:22]2([CH2:24][CH2:23]2)[CH2:21]1)=[O:19])([CH3:16])([CH3:15])[CH3:14].N. (2) The reactants are: [CH3:1][O:2][C:3](=[O:25])[C:4]1[CH:9]=[CH:8][C:7](OS(C2C=CC(C)=CC=2)(=O)=O)=[C:6]([NH:21][C:22](=[O:24])[CH3:23])[CH:5]=1.[CH:26]#[C:27][CH2:28][CH2:29][CH2:30][CH2:31][CH3:32]. Given the product [CH3:1][O:2][C:3](=[O:25])[C:4]1[CH:9]=[CH:8][C:7]([C:26]#[C:27][CH2:28][CH2:29][CH2:30][CH2:31][CH3:32])=[C:6]([NH:21][C:22](=[O:24])[CH3:23])[CH:5]=1, predict the reactants needed to synthesize it. (3) Given the product [C:43]([O:42][C@@H:36]([C:22]1[C:23]([CH3:35])=[N:24][C:25]2[N:26]([N:27]=[C:28]([C:30]([O:32][CH2:33][CH3:34])=[O:31])[CH:29]=2)[C:21]=1[N:18]1[CH2:19][CH2:20][C:15]([O:14][CH2:13][CH2:12][CH2:11][CH2:10][C@H:9]([OH:8])[CH3:48])([CH3:47])[CH2:16][CH2:17]1)[C:37]([O:39][CH2:40][CH3:41])=[O:38])([CH3:44])([CH3:45])[CH3:46], predict the reactants needed to synthesize it. The reactants are: C([O:8][C@H:9]([CH3:48])[CH2:10][CH2:11][CH2:12][CH2:13][O:14][C:15]1([CH3:47])[CH2:20][CH2:19][N:18]([C:21]2[N:26]3[N:27]=[C:28]([C:30]([O:32][CH2:33][CH3:34])=[O:31])[CH:29]=[C:25]3[N:24]=[C:23]([CH3:35])[C:22]=2[C@H:36]([O:42][C:43]([CH3:46])([CH3:45])[CH3:44])[C:37]([O:39][CH2:40][CH3:41])=[O:38])[CH2:17][CH2:16]1)C1C=CC=CC=1.[H][H]. (4) Given the product [O:24]=[C:22]([NH:52][CH2:51][C:39]1[CH:40]=[N:41][CH:36]=[CH:37][CH:38]=1)[CH2:21][CH2:20][CH2:19][CH2:18][CH2:17][C:16]([NH:15][C:10]1[CH:11]=[CH:12][CH:13]=[CH:14][C:9]=1[NH:8][C:6](=[O:7])[O:5][C:1]([CH3:2])([CH3:3])[CH3:4])=[O:25], predict the reactants needed to synthesize it. The reactants are: [C:1]([O:5][C:6]([NH:8][C:9]1[CH:14]=[CH:13][CH:12]=[CH:11][C:10]=1[NH:15][C:16](=[O:25])[CH2:17][CH2:18][CH2:19][CH2:20][CH2:21][C:22]([OH:24])=O)=[O:7])([CH3:4])([CH3:3])[CH3:2].CN(C(ON1N=[N:41][C:36]2[CH:37]=[CH:38][CH:39]=[CH:40]C1=2)=[N+](C)C)C.F[P-](F)(F)(F)(F)F.C[CH2:51][N:52](C(C)C)C(C)C. (5) Given the product [OH:3][CH2:4][C:5]([CH2:6][OH:7])([CH3:17])[C:8]([O:10][CH2:11][CH2:12][O:13][CH2:14][CH:15]=[CH2:16])=[O:9], predict the reactants needed to synthesize it. The reactants are: CC1(C)[O:7][CH2:6][C:5]([CH3:17])([C:8]([O:10][CH2:11][CH2:12][O:13][CH2:14][CH:15]=[CH2:16])=[O:9])[CH2:4][O:3]1. (6) Given the product [C:1]([C:5]1[CH:10]=[C:9]([NH:11][S:12]([CH3:15])(=[O:14])=[O:13])[C:8]([O:16][CH3:17])=[C:7]([NH:18][C:19]([NH:21][C:22]2[C:31]3[C:26](=[CH:27][CH:28]=[CH:29][CH:30]=3)[C:25]([O:32][C:33]3[CH:38]=[CH:37][N:36]=[C:35]([NH:45][C:44]4[CH:46]=[C:47]([S:49]([CH2:52][CH2:53][O:54][CH2:55][CH2:56][O:57][CH2:58][CH2:59][O:60][CH3:61])(=[O:50])=[O:51])[CH:48]=[C:42]([O:41][CH3:40])[CH:43]=4)[CH:34]=3)=[CH:24][CH:23]=2)=[O:20])[CH:6]=1)([CH3:4])([CH3:3])[CH3:2], predict the reactants needed to synthesize it. The reactants are: [C:1]([C:5]1[CH:6]=[C:7]([NH:18][C:19]([NH:21][C:22]2[C:31]3[C:26](=[CH:27][CH:28]=[CH:29][CH:30]=3)[C:25]([O:32][C:33]3[CH:38]=[CH:37][N:36]=[C:35](Cl)[CH:34]=3)=[CH:24][CH:23]=2)=[O:20])[C:8]([O:16][CH3:17])=[C:9]([NH:11][S:12]([CH3:15])(=[O:14])=[O:13])[CH:10]=1)([CH3:4])([CH3:3])[CH3:2].[CH3:40][O:41][C:42]1[CH:43]=[C:44]([CH:46]=[C:47]([S:49]([CH2:52][CH2:53][O:54][CH2:55][CH2:56][O:57][CH2:58][CH2:59][O:60][CH3:61])(=[O:51])=[O:50])[CH:48]=1)[NH2:45].C([O-])([O-])=O.[K+].[K+].CC(C1C=C(C(C)C)C(C2C(P(C3CCCCC3)C3CCCCC3)=C(OC)C=CC=2OC)=C(C(C)C)C=1)C.